From a dataset of NCI-60 drug combinations with 297,098 pairs across 59 cell lines. Regression. Given two drug SMILES strings and cell line genomic features, predict the synergy score measuring deviation from expected non-interaction effect. (1) Drug 1: CC1=C2C(C(=O)C3(C(CC4C(C3C(C(C2(C)C)(CC1OC(=O)C(C(C5=CC=CC=C5)NC(=O)OC(C)(C)C)O)O)OC(=O)C6=CC=CC=C6)(CO4)OC(=O)C)O)C)O. Drug 2: CCC1(C2=C(COC1=O)C(=O)N3CC4=CC5=C(C=CC(=C5CN(C)C)O)N=C4C3=C2)O.Cl. Cell line: HOP-62. Synergy scores: CSS=31.8, Synergy_ZIP=-2.62, Synergy_Bliss=-3.32, Synergy_Loewe=-8.05, Synergy_HSA=-2.54. (2) Synergy scores: CSS=28.1, Synergy_ZIP=6.86, Synergy_Bliss=15.3, Synergy_Loewe=7.78, Synergy_HSA=13.7. Drug 1: C1CC(=O)NC(=O)C1N2CC3=C(C2=O)C=CC=C3N. Cell line: OVCAR3. Drug 2: C1=CC(=CC=C1CC(C(=O)O)N)N(CCCl)CCCl.Cl. (3) Drug 1: CC12CCC3C(C1CCC2O)C(CC4=C3C=CC(=C4)O)CCCCCCCCCS(=O)CCCC(C(F)(F)F)(F)F. Drug 2: CN(C(=O)NC(C=O)C(C(C(CO)O)O)O)N=O. Cell line: TK-10. Synergy scores: CSS=-1.47, Synergy_ZIP=0.517, Synergy_Bliss=-1.55, Synergy_Loewe=-2.49, Synergy_HSA=-2.94. (4) Drug 1: CC1CCC2CC(C(=CC=CC=CC(CC(C(=O)C(C(C(=CC(C(=O)CC(OC(=O)C3CCCCN3C(=O)C(=O)C1(O2)O)C(C)CC4CCC(C(C4)OC)O)C)C)O)OC)C)C)C)OC. Drug 2: CN(CC1=CN=C2C(=N1)C(=NC(=N2)N)N)C3=CC=C(C=C3)C(=O)NC(CCC(=O)O)C(=O)O. Cell line: SW-620. Synergy scores: CSS=40.9, Synergy_ZIP=5.45, Synergy_Bliss=3.13, Synergy_Loewe=-22.9, Synergy_HSA=1.79. (5) Drug 1: CC(C1=C(C=CC(=C1Cl)F)Cl)OC2=C(N=CC(=C2)C3=CN(N=C3)C4CCNCC4)N. Drug 2: COC1=NC(=NC2=C1N=CN2C3C(C(C(O3)CO)O)O)N. Cell line: COLO 205. Synergy scores: CSS=18.7, Synergy_ZIP=-2.99, Synergy_Bliss=4.84, Synergy_Loewe=-10.2, Synergy_HSA=0.165.